From a dataset of NCI-60 drug combinations with 297,098 pairs across 59 cell lines. Regression. Given two drug SMILES strings and cell line genomic features, predict the synergy score measuring deviation from expected non-interaction effect. (1) Cell line: SF-539. Synergy scores: CSS=53.7, Synergy_ZIP=-4.21, Synergy_Bliss=-8.38, Synergy_Loewe=-7.51, Synergy_HSA=-6.04. Drug 2: C1=C(C(=O)NC(=O)N1)F. Drug 1: CC12CCC3C(C1CCC2=O)CC(=C)C4=CC(=O)C=CC34C. (2) Drug 1: C1CC(C1)(C(=O)O)C(=O)O.[NH2-].[NH2-].[Pt+2]. Drug 2: CC1=C(N=C(N=C1N)C(CC(=O)N)NCC(C(=O)N)N)C(=O)NC(C(C2=CN=CN2)OC3C(C(C(C(O3)CO)O)O)OC4C(C(C(C(O4)CO)O)OC(=O)N)O)C(=O)NC(C)C(C(C)C(=O)NC(C(C)O)C(=O)NCCC5=NC(=CS5)C6=NC(=CS6)C(=O)NCCC[S+](C)C)O. Cell line: OVCAR3. Synergy scores: CSS=10.9, Synergy_ZIP=-2.15, Synergy_Bliss=-1.87, Synergy_Loewe=-14.5, Synergy_HSA=-1.01. (3) Drug 1: C1=NC(=NC(=O)N1C2C(C(C(O2)CO)O)O)N. Drug 2: C1CNP(=O)(OC1)N(CCCl)CCCl. Cell line: LOX IMVI. Synergy scores: CSS=32.3, Synergy_ZIP=0.488, Synergy_Bliss=0.0333, Synergy_Loewe=-42.7, Synergy_HSA=-0.188. (4) Drug 1: C1=CC=C(C(=C1)C(C2=CC=C(C=C2)Cl)C(Cl)Cl)Cl. Drug 2: C1=CN(C=N1)CC(O)(P(=O)(O)O)P(=O)(O)O. Cell line: SR. Synergy scores: CSS=5.29, Synergy_ZIP=1.11, Synergy_Bliss=5.49, Synergy_Loewe=5.23, Synergy_HSA=3.44. (5) Drug 1: C1=CN(C(=O)N=C1N)C2C(C(C(O2)CO)O)O.Cl. Drug 2: CC1C(C(CC(O1)OC2CC(OC(C2O)C)OC3=CC4=CC5=C(C(=O)C(C(C5)C(C(=O)C(C(C)O)O)OC)OC6CC(C(C(O6)C)O)OC7CC(C(C(O7)C)O)OC8CC(C(C(O8)C)O)(C)O)C(=C4C(=C3C)O)O)O)O. Cell line: M14. Synergy scores: CSS=56.7, Synergy_ZIP=0.0399, Synergy_Bliss=0.249, Synergy_Loewe=-2.96, Synergy_HSA=-1.41.